From a dataset of Forward reaction prediction with 1.9M reactions from USPTO patents (1976-2016). Predict the product of the given reaction. (1) Given the reactants Br[C:2]1[C:3]2[NH:7][C:6]([C:8](C3C=C(C(C)(C)C)C=C(C(C)(C)C)C=3)=[C:9]3[N:40]=[C:12]([C:13](Br)=[C:14]4[NH:38][C:17](=[C:18](C5C=C(C(C)(C)C)C=C(C(C)(C)C)C=5)[C:19]5[CH:20]=[CH:21][C:22]=1[N:23]=5)[CH:16]=[CH:15]4)[CH:11]=[CH:10]3)=[CH:5][CH:4]=2.C([C@@H]1COC(=O)N1)C1C=CC=CC=1.CC1(C)C2C(=C(P(C3C=CC=CC=3)C3C=CC=CC=3)C=CC=2)OC2C(P(C3C=CC=CC=3)C3C=CC=CC=3)=CC=CC1=2.C([O-])([O-])=O.[Cs+].[Cs+], predict the reaction product. The product is: [C:3]12[CH:2]=[C:22]3[N:23]=[C:19]([CH:20]=[CH:21]3)[CH:18]=[C:17]3[NH:38][C:14]([CH:15]=[CH:16]3)=[CH:13][C:12]3=[N:40][C:9]([CH:10]=[CH:11]3)=[CH:8][C:6]([NH:7]1)=[CH:5][CH:4]=2. (2) Given the reactants [Cl:1][C:2]1[CH:9]=[C:8]([O:10][C:11]2[CH:16]=[CH:15][C:14]([CH2:17][OH:18])=[CH:13][C:12]=2[C:19]#[N:20])[CH:7]=[CH:6][C:3]=1[C:4]#[N:5].[H-].[Na+].Cl[C:24]1[CH:25]=[C:26]2[N:33]([CH3:34])[CH2:32][CH2:31][N:27]2[C:28](=[O:30])[N:29]=1, predict the reaction product. The product is: [Cl:1][C:2]1[CH:9]=[C:8]([O:10][C:11]2[CH:16]=[CH:15][C:14]([CH2:17][O:18][C:24]3[CH:25]=[C:26]4[N:33]([CH3:34])[CH2:32][CH2:31][N:27]4[C:28](=[O:30])[N:29]=3)=[CH:13][C:12]=2[C:19]#[N:20])[CH:7]=[CH:6][C:3]=1[C:4]#[N:5]. (3) Given the reactants [OH:1][CH2:2][C:3]1[CH:12]=[CH:11][C:6]([C:7](OC)=[O:8])=[CH:5][CH:4]=1.O.[NH2:14][NH2:15], predict the reaction product. The product is: [OH:1][CH2:2][C:3]1[CH:12]=[CH:11][C:6]([C:7]([NH:14][NH2:15])=[O:8])=[CH:5][CH:4]=1. (4) Given the reactants [CH:1]1([CH2:7][C@@H:8]([NH2:24])[CH2:9][N:10]2[CH2:15][CH:14]=[C:13]([C:16]3[CH:21]=[CH:20][CH:19]=[CH:18][C:17]=3[O:22][CH3:23])[CH2:12][CH2:11]2)[CH2:6][CH2:5][CH2:4][CH2:3][CH2:2]1.[CH3:25][C:26]1([C:32](Cl)=[O:33])[CH2:31][CH2:30][CH2:29][CH2:28][CH2:27]1, predict the reaction product. The product is: [CH:1]1([CH2:7][C@@H:8]([NH:24][C:32]([C:26]2([CH3:25])[CH2:31][CH2:30][CH2:29][CH2:28][CH2:27]2)=[O:33])[CH2:9][N:10]2[CH2:11][CH:12]=[C:13]([C:16]3[CH:21]=[CH:20][CH:19]=[CH:18][C:17]=3[O:22][CH3:23])[CH2:14][CH2:15]2)[CH2:6][CH2:5][CH2:4][CH2:3][CH2:2]1. (5) Given the reactants [Cl:1][C:2]1[CH:3]=[C:4]([C@H:9]([NH:13][C:14](=[O:20])[O:15][C:16]([CH3:19])([CH3:18])[CH3:17])[CH2:10][CH2:11][OH:12])[CH:5]=[CH:6][C:7]=1[Cl:8].[CH2:21]1COCC1.[H-].[Na+].CI, predict the reaction product. The product is: [Cl:1][C:2]1[CH:3]=[C:4]([C@H:9]([NH:13][C:14](=[O:20])[O:15][C:16]([CH3:17])([CH3:19])[CH3:18])[CH2:10][CH2:11][O:12][CH3:21])[CH:5]=[CH:6][C:7]=1[Cl:8]. (6) Given the reactants Cl[C:2]1[N:7]=[C:6](Cl)[N:5]=[C:4]([O:9][CH2:10][C:11]([F:14])([F:13])[F:12])[N:3]=1.[S:15]([NH2:25])(=[O:24])([C:17]1[CH:22]=[CH:21][C:20]([NH2:23])=[CH:19][CH:18]=1)=[O:16].CCN(C(C)C)C(C)C.ClC1N=C(OCC(F)(F)F)N=C(NC2C=CC(S(N)(=O)=O)=CC=2)N=1.[Cl:59][C:60]1[CH:65]=[CH:64][C:63]([C:66]2([NH:69]C3N=C(OCC(F)(F)F)N=C(NC4C=CC(S(N)(=O)=O)=CC=4)N=3)[CH2:68][CH2:67]2)=[CH:62][CH:61]=1.C1CN([P+](ON2N=NC3C=CC=CC2=3)(N2CCCC2)N2CCCC2)CC1.F[P-](F)(F)(F)(F)F.[C:126]([O:130][C:131]([NH:133][CH2:134][C:135]1([C:138](O)=[O:139])[CH2:137][CH2:136]1)=[O:132])([CH3:129])([CH3:128])[CH3:127], predict the reaction product. The product is: [Cl:59][C:60]1[CH:61]=[CH:62][C:63]([C:66]2([NH:69][C:6]3[N:5]=[C:4]([O:9][CH2:10][C:11]([F:14])([F:13])[F:12])[N:3]=[C:2]([NH:23][C:20]4[CH:19]=[CH:18][C:17]([S:15]([NH:25][C:138]([C:135]5([CH2:134][NH:133][C:131](=[O:132])[O:130][C:126]([CH3:128])([CH3:127])[CH3:129])[CH2:137][CH2:136]5)=[O:139])(=[O:24])=[O:16])=[CH:22][CH:21]=4)[N:7]=3)[CH2:67][CH2:68]2)=[CH:64][CH:65]=1.